This data is from Full USPTO retrosynthesis dataset with 1.9M reactions from patents (1976-2016). The task is: Predict the reactants needed to synthesize the given product. (1) Given the product [Br:40][C:37]1[CH:36]=[CH:35][C:34](/[CH:33]=[CH:32]/[C:29]2[O:30][CH:31]=[C:27]([CH2:26][O:25][C:24]3[CH:23]=[CH:22][C:21]([CH2:20][CH2:19][CH2:18][CH2:17][N:6]4[CH:10]=[CH:9][N:8]=[C:7]4[CH2:11][CH2:12][OH:13])=[CH:42][CH:41]=3)[N:28]=2)=[CH:39][CH:38]=1, predict the reactants needed to synthesize it. The reactants are: CN(C=O)C.[NH:6]1[CH:10]=[CH:9][N:8]=[C:7]1[CH2:11][CH2:12][OH:13].[H-].[Na+].I[CH2:17][CH2:18][CH2:19][CH2:20][C:21]1[CH:42]=[CH:41][C:24]([O:25][CH2:26][C:27]2[N:28]=[C:29](/[CH:32]=[CH:33]/[C:34]3[CH:39]=[CH:38][C:37]([Br:40])=[CH:36][CH:35]=3)[O:30][CH:31]=2)=[CH:23][CH:22]=1. (2) Given the product [Br:1][C:2]1[CH:3]=[C:4]([CH:8]=[CH:9][CH:10]=1)[C:5]([N:16]([C:15]1[CH:18]=[CH:19][CH:20]=[C:13]([O:12][CH3:11])[CH:14]=1)[CH3:17])=[O:6], predict the reactants needed to synthesize it. The reactants are: [Br:1][C:2]1[CH:3]=[C:4]([CH:8]=[CH:9][CH:10]=1)[C:5](Cl)=[O:6].[CH3:11][O:12][C:13]1[CH:14]=[C:15]([CH:18]=[CH:19][CH:20]=1)[NH:16][CH3:17].C(N(CC)CC)C. (3) The reactants are: COC(=O)[CH2:4][CH2:5][C:6]1[CH:14]=[CH:13][C:12]2[C:8](=[C:9]([CH3:16])[N:10]([CH3:15])[N:11]=2)[C:7]=1[C:17]([O:19]C)=O.[H-].[Na+].Cl.[OH-].[Na+]. Given the product [CH3:16][C:9]1[N:10]([CH3:15])[N:11]=[C:12]2[C:8]=1[C:7]1[C:17](=[O:19])[CH2:4][CH2:5][C:6]=1[CH:14]=[CH:13]2, predict the reactants needed to synthesize it. (4) Given the product [N:22]1([CH2:21][CH2:20][C:16]2[CH:15]=[C:14]3[C:19](=[CH:18][CH:17]=2)[N:11]([C:8](=[O:10])[CH3:9])[CH2:12][CH2:13]3)[CH2:27][CH2:26][NH:25][CH2:24][CH2:23]1, predict the reactants needed to synthesize it. The reactants are: FC(F)(F)C(O)=O.[C:8]([N:11]1[C:19]2[C:14](=[CH:15][C:16]([CH2:20][CH2:21][N:22]3[CH2:27][CH2:26][N:25](C(OC(C)(C)C)=O)[CH2:24][CH2:23]3)=[CH:17][CH:18]=2)[CH2:13][CH2:12]1)(=[O:10])[CH3:9]. (5) The reactants are: [C:1]([CH:3]([C:9]1[C:10]2[C:17]([CH3:18])=[CH:16][S:15][C:11]=2[N:12]=[CH:13][N:14]=1)C(OCC)=O)#[N:2].CS(C)=O.[Na+].[Cl-]. Given the product [CH3:18][C:17]1[C:10]2[C:9]([CH2:3][C:1]#[N:2])=[N:14][CH:13]=[N:12][C:11]=2[S:15][CH:16]=1, predict the reactants needed to synthesize it. (6) Given the product [Br:1][C:2]1[S:6][C:5]([C:7]([O:9][CH3:12])=[O:8])=[CH:4][CH:3]=1, predict the reactants needed to synthesize it. The reactants are: [Br:1][C:2]1[S:6][C:5]([C:7]([OH:9])=[O:8])=[CH:4][CH:3]=1.CI.[C:12](=O)([O-])[O-].[K+].[K+]. (7) Given the product [F:25][C:21]1[CH:20]=[C:19]2[C:24]([C:16]([C:14]3[CH:13]=[N:12][N:11]([CH:8]4[CH2:7][CH2:6][C:5](=[O:4])[CH2:10][CH2:9]4)[CH:15]=3)=[CH:17][NH:18]2)=[CH:23][CH:22]=1, predict the reactants needed to synthesize it. The reactants are: O1[C:5]2([CH2:10][CH2:9][CH:8]([N:11]3[CH:15]=[C:14]([C:16]4[C:24]5[C:19](=[CH:20][C:21]([F:25])=[CH:22][CH:23]=5)[NH:18][CH:17]=4)[CH:13]=[N:12]3)[CH2:7][CH2:6]2)[O:4]CC1.Cl.